Dataset: Full USPTO retrosynthesis dataset with 1.9M reactions from patents (1976-2016). Task: Predict the reactants needed to synthesize the given product. (1) Given the product [C:1]([O:5][C:6](=[O:13])[N:7]([CH2:17][C:16]1[C:15]([F:14])=[CH:22][CH:21]=[CH:20][C:19]=1[F:23])[N:8]1[CH:12]=[CH:11][CH:10]=[CH:9]1)([CH3:4])([CH3:2])[CH3:3], predict the reactants needed to synthesize it. The reactants are: [C:1]([O:5][C:6](=[O:13])[NH:7][N:8]1[CH:12]=[CH:11][CH:10]=[CH:9]1)([CH3:4])([CH3:3])[CH3:2].[F:14][C:15]1[CH:22]=[CH:21][CH:20]=[C:19]([F:23])[C:16]=1[CH2:17]Cl.[H-].[Na+]. (2) Given the product [CH2:21]1[C:29]2[C:24](=[CH:25][C:26]([O:30][CH2:16][CH2:15][CH2:14][O:13][C:10]3[CH:9]=[CH:8][C:7]([CH2:6][C@H:5]([O:18][CH3:19])[C:4]([OH:3])=[O:20])=[CH:12][CH:11]=3)=[CH:27][CH:28]=2)[CH2:23][CH2:22]1, predict the reactants needed to synthesize it. The reactants are: C([O:3][C:4](=[O:20])[C@@H:5]([O:18][CH3:19])[CH2:6][C:7]1[CH:12]=[CH:11][C:10]([O:13][CH2:14][CH2:15][CH2:16]Br)=[CH:9][CH:8]=1)C.[CH2:21]1[C:29]2[C:24](=[CH:25][C:26]([OH:30])=[CH:27][CH:28]=2)[CH2:23][CH2:22]1.CO[C@@H](CC1C=CC(OCCCOC2C=CC=CC=2)=CC=1)C(O)=O. (3) Given the product [OH:7][C:6]([C:8]([F:11])([F:10])[F:9])=[O:5].[OH:14][C:13]([C:15]([F:18])([F:17])[F:16])=[O:12].[C:19]1([CH2:25][CH2:26][C:27]2[CH:28]=[N:29][N:30]([CH2:45][CH3:46])[C:31]=2[CH:32]2[CH2:37][CH2:36][NH:35][CH2:34][CH2:33]2)[CH:24]=[CH:23][CH:22]=[CH:21][CH:20]=1, predict the reactants needed to synthesize it. The reactants are: C([O-])=O.[NH4+].[OH:5][C:6]([C:8]([F:11])([F:10])[F:9])=[O:7].[OH:12][C:13]([C:15]([F:18])([F:17])[F:16])=[O:14].[C:19]1([CH2:25][CH2:26][C:27]2[CH:28]=[N:29][N:30]([CH2:45][CH3:46])[C:31]=2[CH:32]2[CH2:37][CH2:36][N:35](CC3C=CC=CC=3)[CH2:34][CH2:33]2)[CH:24]=[CH:23][CH:22]=[CH:21][CH:20]=1. (4) Given the product [Br:16][CH2:2][CH2:3][CH2:4][CH2:5][CH2:6][NH:7][C:8]([NH:10][CH2:11][CH2:12][CH2:13][CH2:14][CH3:15])=[O:9], predict the reactants needed to synthesize it. The reactants are: O[CH2:2][CH2:3][CH2:4][CH2:5][CH2:6][NH:7][C:8]([NH:10][CH2:11][CH2:12][CH2:13][CH2:14][CH3:15])=[O:9].[Br-:16]. (5) The reactants are: [Br:1][C:2]1[CH:10]=[CH:9][C:5]([C:6](Cl)=[O:7])=[CH:4][CH:3]=1.C(N(C(C)C)CC)(C)C.[CH3:20][NH:21][O:22][CH3:23]. Given the product [Br:1][C:2]1[CH:10]=[CH:9][C:5]([C:6]([N:21]([O:22][CH3:23])[CH3:20])=[O:7])=[CH:4][CH:3]=1, predict the reactants needed to synthesize it. (6) Given the product [OH:1][C@@:2]([C@@:11]1([CH3:28])[O:16][CH2:15][CH2:14][N:13]([CH2:17][C:18]2[CH:19]=[CH:20][C:21]([O:24][CH3:25])=[CH:22][CH:23]=2)[C:12]1=[O:26])([CH3:10])[C:3]([O:5][C:6]([CH3:7])([CH3:8])[CH3:9])=[O:4], predict the reactants needed to synthesize it. The reactants are: [OH:1][C@@:2]([C@H:11]1[O:16][CH2:15][CH2:14][N:13]([CH2:17][C:18]2[CH:23]=[CH:22][C:21]([O:24][CH3:25])=[CH:20][CH:19]=2)[C:12]1=[O:26])([CH3:10])[C:3]([O:5][C:6]([CH3:9])([CH3:8])[CH3:7])=[O:4].[Li+].[CH3:28]C([N-]C(C)C)C.CI.